Dataset: Full USPTO retrosynthesis dataset with 1.9M reactions from patents (1976-2016). Task: Predict the reactants needed to synthesize the given product. (1) Given the product [CH:26]1([S:31]([N:18]2[C:19]3[N:20]=[CH:21][N:22]=[C:23]([NH2:25])[C:24]=3[C:16]([C:13]3[CH:12]=[CH:11][C:10]([O:3][C:4]4[CH:9]=[CH:8][CH:7]=[CH:6][CH:5]=4)=[CH:15][CH:14]=3)=[CH:17]2)(=[O:33])=[O:32])[CH2:30][CH2:29][CH2:28][CH2:27]1, predict the reactants needed to synthesize it. The reactants are: [H-].[Na+].[O:3]([C:10]1[CH:15]=[CH:14][C:13]([C:16]2[C:24]3[C:23]([NH2:25])=[N:22][CH:21]=[N:20][C:19]=3[NH:18][CH:17]=2)=[CH:12][CH:11]=1)[C:4]1[CH:9]=[CH:8][CH:7]=[CH:6][CH:5]=1.[CH:26]1([S:31](Cl)(=[O:33])=[O:32])[CH2:30][CH2:29][CH2:28][CH2:27]1. (2) Given the product [CH:13]1[C:12]2[C:17](=[CH:18][C:19]3[C:24]([CH:11]=2)=[CH:23][CH:22]=[CH:21][CH:20]=3)[CH:16]=[CH:15][CH:14]=1, predict the reactants needed to synthesize it. The reactants are: C1C2C(=CC=C([C:11]3[C:12]4[C:17]([C:18](Br)=[C:19]5[C:24]=3[CH:23]=[CH:22][CH:21]=[CH:20]5)=[CH:16][CH:15]=[CH:14][CH:13]=4)C=2)C=CC=1C1C=CC2C(=CC=CC=2)C=1.C1(C2C=CC=CC=2)C(B(O)O)=CC=CC=1.P([O-])([O-])([O-])=O.[K+].[K+].[K+].C1(C)C=CC=CC=1. (3) Given the product [CH2:1]([O:8][CH:9]1[O:14][C:12](=[O:13])[C:11]([C:17]2[CH:22]=[CH:21][CH:20]=[CH:19][CH:18]=2)=[C:10]1[C:2]1[CH:7]=[CH:6][CH:5]=[CH:4][CH:3]=1)[C:2]1[CH:7]=[CH:6][CH:5]=[CH:4][CH:3]=1, predict the reactants needed to synthesize it. The reactants are: [CH2:1]([O:8][CH:9]1[O:14][C:12](=[O:13])[C:11](Cl)=[C:10]1Cl)[C:2]1[CH:7]=[CH:6][CH:5]=[CH:4][CH:3]=1.[C:17]1(B(O)O)[CH:22]=[CH:21][CH:20]=[CH:19][CH:18]=1.[F-].[Cs+]. (4) The reactants are: [CH3:1][C:2]1[CH:3]=[C:4]2[C:8](=[CH:9][CH:10]=1)[NH:7][C:6]1[CH2:11][CH:12]3[NH:17][CH:16]([C:5]2=1)[CH2:15][CH2:14][CH2:13]3.[F:18][C:19]([F:29])([F:28])[C:20]1[CH:25]=[CH:24][CH:23]=[C:22]([CH:26]=[CH2:27])[CH:21]=1. Given the product [CH3:1][C:2]1[CH:3]=[C:4]2[C:8](=[CH:9][CH:10]=1)[N:7]([CH2:27][CH2:26][C:22]1[CH:23]=[CH:24][CH:25]=[C:20]([C:19]([F:18])([F:28])[F:29])[CH:21]=1)[C:6]1[CH2:11][C@@H:12]3[NH:17][C@H:16]([C:5]2=1)[CH2:15][CH2:14][CH2:13]3, predict the reactants needed to synthesize it. (5) Given the product [NH2:24][C:12]1[CH:13]=[C:14]([CH:22]=[CH:23][C:11]=1[C:9]([NH:8][C:5]1[CH:4]=[CH:3][C:2]([Cl:1])=[CH:7][N:6]=1)=[O:10])[C:15]([O:17][C:18]([CH3:21])([CH3:20])[CH3:19])=[O:16], predict the reactants needed to synthesize it. The reactants are: [Cl:1][C:2]1[CH:3]=[CH:4][C:5]([NH:8][C:9]([C:11]2[CH:23]=[CH:22][C:14]([C:15]([O:17][C:18]([CH3:21])([CH3:20])[CH3:19])=[O:16])=[CH:13][C:12]=2[N+:24]([O-])=O)=[O:10])=[N:6][CH:7]=1. (6) Given the product [Br:8][C:9]1[CH:10]=[C:11]([CH:15]=[CH:16][CH:17]=1)[C:12]([N:4]([CH2:5][CH2:6][OH:7])[CH:1]([CH3:3])[CH3:2])=[O:13], predict the reactants needed to synthesize it. The reactants are: [CH:1]([NH:4][CH2:5][CH2:6][OH:7])([CH3:3])[CH3:2].[Br:8][C:9]1[CH:10]=[C:11]([CH:15]=[CH:16][CH:17]=1)[C:12](Cl)=[O:13].